Dataset: Forward reaction prediction with 1.9M reactions from USPTO patents (1976-2016). Task: Predict the product of the given reaction. Given the reactants [C:1]([O:5][C:6]([N:8]1[C@H:12]([CH2:13][C:14]2[CH:19]=[CH:18][C:17]([C:20]3[CH:25]=[CH:24][CH:23]=[CH:22][CH:21]=3)=[CH:16][CH:15]=2)[CH2:11][CH:10]([CH2:26][OH:27])[C:9]1=[O:28])=[O:7])([CH3:4])([CH3:3])[CH3:2].C(Cl)(Cl)Cl.C(N(CC)CC)C.[C:40]1([CH3:60])[CH:45]=[CH:44][C:43]([S:46](O[S:46]([C:43]2[CH:44]=[CH:45][C:40]([CH3:60])=[CH:41][CH:42]=2)(=[O:48])=[O:47])(=[O:48])=[O:47])=[CH:42][CH:41]=1, predict the reaction product. The product is: [C:1]([O:5][C:6]([N:8]1[C@H:12]([CH2:13][C:14]2[CH:15]=[CH:16][C:17]([C:20]3[CH:21]=[CH:22][CH:23]=[CH:24][CH:25]=3)=[CH:18][CH:19]=2)[CH2:11][CH:10]([CH2:26][O:27][S:46]([C:43]2[CH:44]=[CH:45][C:40]([CH3:60])=[CH:41][CH:42]=2)(=[O:48])=[O:47])[C:9]1=[O:28])=[O:7])([CH3:3])([CH3:2])[CH3:4].[C:1]([O:5][C:6]([N:8]1[C@H:12]([CH2:13][C:14]2[CH:15]=[CH:16][C:17]([C:20]3[CH:21]=[CH:22][CH:23]=[CH:24][CH:25]=3)=[CH:18][CH:19]=2)[CH2:11][C:10](=[CH2:26])[C:9]1=[O:28])=[O:7])([CH3:4])([CH3:3])[CH3:2].